This data is from Peptide-MHC class I binding affinity with 185,985 pairs from IEDB/IMGT. The task is: Regression. Given a peptide amino acid sequence and an MHC pseudo amino acid sequence, predict their binding affinity value. This is MHC class I binding data. (1) The peptide sequence is LLPENNVLSPL. The MHC is HLA-A02:02 with pseudo-sequence HLA-A02:02. The binding affinity (normalized) is 0.831. (2) The peptide sequence is QARQMVQAM. The MHC is HLA-B07:02 with pseudo-sequence HLA-B07:02. The binding affinity (normalized) is 0.493. (3) The MHC is HLA-A26:01 with pseudo-sequence HLA-A26:01. The binding affinity (normalized) is 0.244. The peptide sequence is KVIKVSARV. (4) The peptide sequence is AQNAISTTF. The MHC is HLA-A03:01 with pseudo-sequence HLA-A03:01. The binding affinity (normalized) is 0.0847.